From a dataset of Reaction yield outcomes from USPTO patents with 853,638 reactions. Predict the reaction yield, written as a fraction of the theoretical maximum amount of product (1.0 means a 100% yield; for example, 0.34 means a 34% yield). The reactants are [Br:1][C:2]1[CH:10]=[CH:9][C:5]([C:6]([OH:8])=[O:7])=[C:4]([CH3:11])[CH:3]=1.[C:12](Cl)(=O)C. The yield is 0.955. The catalyst is CO. The product is [Br:1][C:2]1[CH:10]=[CH:9][C:5]([C:6]([O:8][CH3:12])=[O:7])=[C:4]([CH3:11])[CH:3]=1.